Dataset: Peptide-MHC class I binding affinity with 185,985 pairs from IEDB/IMGT. Task: Regression. Given a peptide amino acid sequence and an MHC pseudo amino acid sequence, predict their binding affinity value. This is MHC class I binding data. (1) The binding affinity (normalized) is 0.0847. The peptide sequence is EVATRFNTM. The MHC is HLA-A29:02 with pseudo-sequence HLA-A29:02. (2) The peptide sequence is MNIQFTAV. The MHC is H-2-Kb with pseudo-sequence H-2-Kb. The binding affinity (normalized) is 0.699.